From a dataset of Reaction yield outcomes from USPTO patents with 853,638 reactions. Predict the reaction yield, written as a fraction of the theoretical maximum amount of product (1.0 means a 100% yield; for example, 0.34 means a 34% yield). (1) The reactants are [C:1]([OH:7])(=O)/[C:2](=[CH:4]/[CH3:5])/[CH3:3].C(N(CC)CC)C.C(Cl)(=O)C(C)(C)C.[Cl-].[Li+].[CH:24]([C@@H:27]1[CH2:31][O:30][C:29](=[O:32])[NH:28]1)([CH3:26])[CH3:25]. The catalyst is O1CCCC1. The product is [CH:24]([C@@H:27]1[CH2:31][O:30][C:29](=[O:32])[N:28]1[C:1](=[O:7])/[C:2](/[CH3:3])=[CH:4]/[CH3:5])([CH3:26])[CH3:25]. The yield is 0.780. (2) The reactants are [CH2:1]([O:8][C:9]1[CH:28]=[CH:27][C:12]([CH2:13][NH:14][C:15]([C:17]2[CH:18]=[C:19]3[C:24](=[CH:25][CH:26]=2)[N:23]=[CH:22][CH:21]=[CH:20]3)=S)=[CH:11][CH:10]=1)[C:2]1[CH:7]=[CH:6][CH:5]=[CH:4][CH:3]=1.C1(C)C=CC=CC=1.C(Br)C1C=CC=CC=1.[N:44]#[C:45][NH2:46]. The catalyst is C(#N)C.O.FC(F)(F)C(O)=O.CN1CCCC1=O. The product is [CH2:1]([O:8][C:9]1[CH:28]=[CH:27][C:12]([CH2:13][NH:14][C:15]([C:17]2[CH:18]=[C:19]3[C:24](=[CH:25][CH:26]=2)[N:23]=[CH:22][CH:21]=[CH:20]3)=[N:46][C:45]#[N:44])=[CH:11][CH:10]=1)[C:2]1[CH:7]=[CH:6][CH:5]=[CH:4][CH:3]=1. The yield is 0.0450. (3) The reactants are [CH2:1]([C:4]1[C:5]([Cl:11])=[N:6][CH:7]=[N:8][C:9]=1[Cl:10])[CH:2]=C.[O:12]=[O+][O-]. The catalyst is ClCCl. The product is [Cl:11][C:5]1[C:4]([CH2:1][CH:2]=[O:12])=[C:9]([Cl:10])[N:8]=[CH:7][N:6]=1. The yield is 0.840. (4) The reactants are [Cl:1][C:2]1[CH:7]=[CH:6][CH:5]=[CH:4][C:3]=1I.[CH3:9][C:10]([CH3:14])([CH3:13])[C:11]#[CH:12]. The catalyst is Cl[Pd](Cl)([P](C1C=CC=CC=1)(C1C=CC=CC=1)C1C=CC=CC=1)[P](C1C=CC=CC=1)(C1C=CC=CC=1)C1C=CC=CC=1.[Cu]I.C(N(CC)CC)C. The product is [Cl:1][C:2]1[CH:7]=[CH:6][CH:5]=[CH:4][C:3]=1[C:12]#[C:11][C:10]([CH3:14])([CH3:13])[CH3:9]. The yield is 0.980. (5) The reactants are [C:1]([N:5]1[C:9]([C:10]2[CH:15]=[CH:14][C:13]([F:16])=[CH:12][CH:11]=2)=[C:8]([C:17]2[S:18][CH:19]=[C:20]([CH:22]([CH2:26][C:27]3[CH:32]=[CH:31][CH:30]=[CH:29][CH:28]=3)[C:23]([OH:25])=O)[N:21]=2)[CH:7]=[N:6]1)([CH3:4])([CH3:3])[CH3:2].CN(C(ON1N=NC2C=CC=NC1=2)=[N+](C)C)C.F[P-](F)(F)(F)(F)F.[O:57]1[CH2:62][CH2:61][CH:60]([CH2:63][NH2:64])[CH2:59][CH2:58]1.O. The catalyst is CN(C=O)C. The product is [C:1]([N:5]1[C:9]([C:10]2[CH:11]=[CH:12][C:13]([F:16])=[CH:14][CH:15]=2)=[C:8]([C:17]2[S:18][CH:19]=[C:20]([CH:22]([CH2:26][C:27]3[CH:28]=[CH:29][CH:30]=[CH:31][CH:32]=3)[C:23]([NH:64][CH2:63][CH:60]3[CH2:61][CH2:62][O:57][CH2:58][CH2:59]3)=[O:25])[N:21]=2)[CH:7]=[N:6]1)([CH3:4])([CH3:3])[CH3:2]. The yield is 0.142. (6) The reactants are O1CCCCC1[O:7][CH2:8][CH2:9][N:10]1[CH:14]=[C:13]([CH2:15][C:16]([F:19])([F:18])[F:17])[N:12]=[C:11]1[CH:20]1[CH2:25][CH2:24][N:23](C(OC(C)(C)C)=O)[CH2:22][CH2:21]1.[Cl:33]CCl.[ClH:36]. The catalyst is CO. The product is [ClH:33].[ClH:36].[NH:23]1[CH2:24][CH2:25][CH:20]([C:11]2[N:10]([CH2:9][CH2:8][OH:7])[CH:14]=[C:13]([CH2:15][C:16]([F:18])([F:17])[F:19])[N:12]=2)[CH2:21][CH2:22]1. The yield is 1.00.